Dataset: Forward reaction prediction with 1.9M reactions from USPTO patents (1976-2016). Task: Predict the product of the given reaction. Given the reactants [C:1]([O:5][C:6](=[O:17])[NH:7][C:8]1[CH:13]=[C:12]([Cl:14])[C:11]([OH:15])=[C:10]([Cl:16])[CH:9]=1)([CH3:4])([CH3:3])[CH3:2].C(=O)([O-])[O-].[K+].[K+].[CH2:24](I)[CH3:25], predict the reaction product. The product is: [C:1]([O:5][C:6](=[O:17])[NH:7][C:8]1[CH:13]=[C:12]([Cl:14])[C:11]([O:15][CH2:24][CH3:25])=[C:10]([Cl:16])[CH:9]=1)([CH3:4])([CH3:2])[CH3:3].